From a dataset of Forward reaction prediction with 1.9M reactions from USPTO patents (1976-2016). Predict the product of the given reaction. (1) Given the reactants [CH3:1][O:2][C:3]1[CH:4]=[C:5]([CH:8]=[CH:9][C:10]=1[O:11][CH3:12])[CH2:6][NH2:7].C[O:14][C:15](=O)/[CH:16]=[C:17](/[O:20][CH3:21])\[CH2:18]Cl, predict the reaction product. The product is: [CH3:1][O:2][C:3]1[CH:4]=[C:5]([CH:8]=[CH:9][C:10]=1[O:11][CH3:12])[CH2:6][N:7]1[CH2:18][C:17]([O:20][CH3:21])=[CH:16][C:15]1=[O:14]. (2) Given the reactants Cl.[NH2:2][C@@H:3]1[C:17](=[O:18])[N:16]2[CH2:19][C@H:20]([O:22][C:23]3[C:32]4[C:27](=[C:28](Cl)[C:29]([O:33][CH3:34])=[CH:30][CH:31]=4)[N:26]=[C:25]([C:36]4[S:37][CH:38]=[C:39]([CH:41]5[CH2:43][CH2:42]5)[N:40]=4)[CH:24]=3)[CH2:21][C@H:15]2[C:14](=[O:44])[NH:13][C@:12]2([C:46]([NH:48][S:49]([CH:52]3[CH2:54][CH2:53]3)(=[O:51])=[O:50])=[O:47])[CH2:45][C@H:11]2[CH:10]=[CH:9][CH2:8][CH2:7][CH2:6][CH2:5][CH2:4]1.[CH:55](N(C(C)C)CC)(C)C.[CH:64]([N:67]([CH:71]([CH3:73])[CH3:72])[C:68](Cl)=[O:69])([CH3:66])[CH3:65], predict the reaction product. The product is: [CH3:65][CH:64]([N:67]([CH:71]([CH3:73])[CH3:72])[C:68]([NH:2][C@@H:3]1[C:17](=[O:18])[N:16]2[CH2:19][C@H:20]([O:22][C:23]3[C:32]4[C:27](=[C:28]([CH3:55])[C:29]([O:33][CH3:34])=[CH:30][CH:31]=4)[N:26]=[C:25]([C:36]4[S:37][CH:38]=[C:39]([CH:41]5[CH2:43][CH2:42]5)[N:40]=4)[CH:24]=3)[CH2:21][C@H:15]2[C:14](=[O:44])[NH:13][C@:12]2([C:46]([NH:48][S:49]([CH:52]3[CH2:54][CH2:53]3)(=[O:51])=[O:50])=[O:47])[CH2:45][C@H:11]2[CH:10]=[CH:9][CH2:8][CH2:7][CH2:6][CH2:5][CH2:4]1)=[O:69])[CH3:66].